The task is: Regression. Given a peptide amino acid sequence and an MHC pseudo amino acid sequence, predict their binding affinity value. This is MHC class I binding data.. This data is from Peptide-MHC class I binding affinity with 185,985 pairs from IEDB/IMGT. The peptide sequence is PPQATAKYL. The MHC is HLA-B40:01 with pseudo-sequence HLA-B40:01. The binding affinity (normalized) is 0.0847.